This data is from Forward reaction prediction with 1.9M reactions from USPTO patents (1976-2016). The task is: Predict the product of the given reaction. (1) Given the reactants Br[C:2]1[CH:3]=[C:4]2[C:9](=[CH:10][CH:11]=1)[NH:8][CH2:7][CH2:6][CH:5]2[CH3:12].[CH3:13][N:14]1[CH:18]=[C:17](B2OC(C)(C)C(C)(C)O2)[CH:16]=[N:15]1.C([O-])([O-])=O.[K+].[K+].O, predict the reaction product. The product is: [CH3:12][CH:5]1[C:4]2[C:9](=[CH:10][CH:11]=[C:2]([C:17]3[CH:16]=[N:15][N:14]([CH3:13])[CH:18]=3)[CH:3]=2)[NH:8][CH2:7][CH2:6]1. (2) The product is: [CH2:14]([N:7]([CH2:1][CH2:2][CH2:3][CH2:4][CH2:5][CH3:6])[CH2:8][CH2:9][CH2:10][CH2:11][CH2:12][CH3:13])[CH2:15][CH2:16][CH2:17][CH2:18][CH3:19].[CH:20]([O:22][CH3:23])=[O:21]. Given the reactants [CH2:1]([N:7]([CH2:14][CH2:15][CH2:16][CH2:17][CH2:18][CH3:19])[CH2:8][CH2:9][CH2:10][CH2:11][CH2:12][CH3:13])[CH2:2][CH2:3][CH2:4][CH2:5][CH3:6].[CH:20]([OH:22])=[O:21].[CH3:23]O, predict the reaction product.